Task: Predict the reactants needed to synthesize the given product.. Dataset: Retrosynthesis with 50K atom-mapped reactions and 10 reaction types from USPTO Given the product COc1ccc(CNc2nccc(Cl)c2N)c(OC)c1, predict the reactants needed to synthesize it. The reactants are: COc1ccc(CNc2nccc(Cl)c2[N+](=O)[O-])c(OC)c1.